From a dataset of Full USPTO retrosynthesis dataset with 1.9M reactions from patents (1976-2016). Predict the reactants needed to synthesize the given product. (1) Given the product [ClH:33].[NH2:16][C@H:15]([C:24](=[O:26])[N:34]1[CH2:38][CH2:37][CH2:36][CH2:35]1)[CH2:14][CH2:13][CH2:12][NH:11][S:30]([CH:28]([CH3:29])[CH3:27])(=[O:32])=[O:31], predict the reactants needed to synthesize it. The reactants are: C(OC([NH:11][CH2:12][CH2:13][CH2:14][C@@H:15]([C:24]([OH:26])=O)[NH:16]C(OC(C)(C)C)=O)=O)C1C=CC=CC=1.[CH3:27][CH:28]([S:30]([Cl:33])(=[O:32])=[O:31])[CH3:29].[NH:34]1[CH2:38][CH2:37][CH2:36][CH2:35]1. (2) Given the product [Br:1][C:2]1[CH:18]=[CH:17][C:5]([C:6]([NH:8][NH2:9])=[O:7])=[C:4]([CH3:19])[CH:3]=1, predict the reactants needed to synthesize it. The reactants are: [Br:1][C:2]1[CH:18]=[CH:17][C:5]([C:6]([NH:8][NH:9]C(OC(C)(C)C)=O)=[O:7])=[C:4]([CH3:19])[CH:3]=1. (3) Given the product [CH3:1][C:2]1([CH3:17])[O:16][C:6]2=[CH:7][C:8]3[C:9]([CH3:15])=[CH:10][C:11]([C:33]#[N:34])=[N:12][C:13]=3[CH:14]=[C:5]2[CH:4]=[CH:3]1, predict the reactants needed to synthesize it. The reactants are: [CH3:1][C:2]1([CH3:17])[O:16][C:6]2=[CH:7][C:8]3[C:9]([CH3:15])=[CH:10][CH:11]=[N:12][C:13]=3[CH:14]=[C:5]2[CH:4]=[CH:3]1.ClC1C=CC=C(C(OO)=O)C=1.C[Si]([C:33]#[N:34])(C)C.C(N(CC)CC)C.C(=O)([O-])O.[Na+]. (4) Given the product [Cl:1][C:2]1[CH:3]=[C:4]([C:9]2[NH:10][C:11]3[C:16]([C:17]=2[CH:24]([N:25]([CH3:27])[CH3:26])[C:23]2[CH:28]=[CH:29][C:30]([O:31][CH3:32])=[C:21]([O:20][CH3:19])[CH:22]=2)=[CH:15][CH:14]=[CH:13][CH:12]=3)[CH:5]=[CH:6][C:7]=1[F:8], predict the reactants needed to synthesize it. The reactants are: [Cl:1][C:2]1[CH:3]=[C:4]([C:9]2[NH:10][C:11]3[C:16]([CH:17]=2)=[CH:15][CH:14]=[CH:13][CH:12]=3)[CH:5]=[CH:6][C:7]=1[F:8].[Cl-].[CH3:19][O:20][C:21]1[CH:22]=[C:23]([CH:28]=[CH:29][C:30]=1[O:31][CH3:32])[CH:24]=[N+:25]([CH3:27])[CH3:26].COC1C=C(C=CC=1OC)C=O.CNC. (5) Given the product [OH:12][C:5]1([CH2:17][N:18]2[CH:22]=[C:21]([I:23])[CH:20]=[N:19]2)[CH2:4][NH:3][C:7](=[O:8])[CH2:6]1, predict the reactants needed to synthesize it. The reactants are: [OH-].[Na+].[NH2:3][CH2:4][C:5]([CH2:17][N:18]1[CH:22]=[C:21]([I:23])[CH:20]=[N:19]1)([O:12][Si](C)(C)C)[CH2:6][C:7](OCC)=[O:8]. (6) Given the product [CH3:3][O:1][C:5]1[CH:10]=[C:9]([O:11][CH2:12][C:13]2[CH:18]=[CH:17][C:16]([O:19][CH3:20])=[CH:15][CH:14]=2)[N:8]=[C:7]([C:21]2[CH:26]=[CH:25][CH:24]=[CH:23][CH:22]=2)[N:6]=1, predict the reactants needed to synthesize it. The reactants are: [O:1]([CH3:3])[Na].Cl[C:5]1[CH:10]=[C:9]([O:11][CH2:12][C:13]2[CH:18]=[CH:17][C:16]([O:19][CH3:20])=[CH:15][CH:14]=2)[N:8]=[C:7]([C:21]2[CH:26]=[CH:25][CH:24]=[CH:23][CH:22]=2)[N:6]=1. (7) The reactants are: Cl.Cl.Cl.[CH3:4][N:5]1[C:13]2[C:8](=[CH:9][C:10]([NH:14][C:15]3[C:16]4[CH:23]=[C:22]([C:24]5[CH2:25][CH2:26][NH:27][CH2:28][CH:29]=5)[NH:21][C:17]=4[N:18]=[CH:19][N:20]=3)=[CH:11][CH:12]=2)[CH:7]=[N:6]1.[N:30]1([CH2:36][CH2:37][C:38](O)=[O:39])[CH2:35][CH2:34][CH2:33][CH2:32][CH2:31]1.ON1C2C=CC=CC=2N=N1.N=C=N.CCN(C(C)C)C(C)C. Given the product [CH3:4][N:5]1[C:13]2[C:8](=[CH:9][C:10]([NH:14][C:15]3[C:16]4[CH:23]=[C:22]([C:24]5[CH2:25][CH2:26][N:27]([C:38](=[O:39])[CH2:37][CH2:36][N:30]6[CH2:35][CH2:34][CH2:33][CH2:32][CH2:31]6)[CH2:28][CH:29]=5)[NH:21][C:17]=4[N:18]=[CH:19][N:20]=3)=[CH:11][CH:12]=2)[CH:7]=[N:6]1, predict the reactants needed to synthesize it.